From a dataset of Peptide-MHC class I binding affinity with 185,985 pairs from IEDB/IMGT. Regression. Given a peptide amino acid sequence and an MHC pseudo amino acid sequence, predict their binding affinity value. This is MHC class I binding data. (1) The peptide sequence is AAPLILSRI. The MHC is HLA-A02:01 with pseudo-sequence HLA-A02:01. The binding affinity (normalized) is 0.0472. (2) The peptide sequence is IRLRPGGKK. The MHC is Mamu-B08 with pseudo-sequence Mamu-B08. The binding affinity (normalized) is 0.183. (3) The peptide sequence is ALPPPPPPP. The MHC is HLA-B27:05 with pseudo-sequence HLA-B27:05. The binding affinity (normalized) is 0.0847. (4) The peptide sequence is IVAPYLFWL. The MHC is HLA-B14:02 with pseudo-sequence HLA-B14:02. The binding affinity (normalized) is 0.213. (5) The peptide sequence is ELKHGLLDSI. The MHC is HLA-A02:01 with pseudo-sequence HLA-A02:01. The binding affinity (normalized) is 0.390. (6) The peptide sequence is KYAEAFQMV. The MHC is HLA-A03:01 with pseudo-sequence HLA-A03:01. The binding affinity (normalized) is 0.0847. (7) The peptide sequence is SYAMCTNTF. The MHC is HLA-A24:02 with pseudo-sequence HLA-A24:02. The binding affinity (normalized) is 0.820.